From a dataset of Catalyst prediction with 721,799 reactions and 888 catalyst types from USPTO. Predict which catalyst facilitates the given reaction. (1) Reactant: [Cl:1][C:2]1[N:3]=[C:4]([N:13]2[CH2:18][CH2:17][O:16][CH2:15][CH2:14]2)[C:5]2[S:10][C:9]([CH:11]=O)=[N:8][C:6]=2[N:7]=1.[NH:19]1[CH2:22][CH:21]([N:23]2[CH2:28][CH2:27][O:26][CH2:25][CH2:24]2)[CH2:20]1.C(O[BH-](OC(=O)C)OC(=O)C)(=O)C.[Na+]. Product: [Cl:1][C:2]1[N:3]=[C:4]([N:13]2[CH2:18][CH2:17][O:16][CH2:15][CH2:14]2)[C:5]2[S:10][C:9]([CH2:11][N:19]3[CH2:22][CH:21]([N:23]4[CH2:28][CH2:27][O:26][CH2:25][CH2:24]4)[CH2:20]3)=[N:8][C:6]=2[N:7]=1. The catalyst class is: 26. (2) Reactant: C(OC([N:8]1[CH2:12][CH:11]([O:13][CH2:14][C:15]2[CH:20]=[CH:19][CH:18]=[CH:17][CH:16]=2)[CH2:10][CH:9]1[CH2:21][C:22](=[O:36])[NH:23][CH:24]1[C:33]2[C:28](=[CH:29][C:30]([CH2:34][OH:35])=[CH:31][CH:32]=2)[CH2:27][CH2:26][CH2:25]1)=O)(C)(C)C.C(O)(C(F)(F)F)=O. Product: [CH2:14]([O:13][CH:11]1[CH2:12][NH:8][CH:9]([CH2:21][C:22]([NH:23][CH:24]2[C:33]3[C:28](=[CH:29][C:30]([CH2:34][OH:35])=[CH:31][CH:32]=3)[CH2:27][CH2:26][CH2:25]2)=[O:36])[CH2:10]1)[C:15]1[CH:20]=[CH:19][CH:18]=[CH:17][CH:16]=1. The catalyst class is: 2. (3) Product: [C:1]([NH:6][CH2:7][C:13]([OH:15])=[O:14])(=[O:5])[CH:2]=[CH2:3]. The catalyst class is: 6. Reactant: [C:1]([NH:6][C@H:7]([C:13]([OH:15])=[O:14])CCC(O)=O)(=[O:5])[C:2](C)=[CH2:3].NCC(O)=O.[OH-].[Na+].C(Cl)(=O)C=C. (4) Reactant: B(OC)([C@H]1[C@H](C)[C@@H]2C(C)(C)[C@@H](C2)C1)[C@H:2]1[C@H:7](C)[C@@H]2C(C)(C)[C@@H](C2)[CH2:3]1.C([Mg]Br)C=C.[CH3:29][C:30](=[CH:32][CH2:33][CH2:34][C@@H:35]([CH2:37][CH:38]=[O:39])[CH3:36])[CH3:31]. Product: [CH3:36][CH:35]([CH2:34][CH2:33][CH:32]=[C:30]([CH3:31])[CH3:29])[CH2:37][CH:38]([OH:39])[CH2:7][CH:2]=[CH2:3]. The catalyst class is: 27. (5) Reactant: [C:1]([O:5][C:6]([NH:8][C@@:9]1([C:24]([O:26][C:27]([CH3:30])([CH3:29])[CH3:28])=[O:25])[C:14](=[CH2:15])[C:13](=[O:16])[C@@H:12]2[C@H:10]1[C@H:11]2[C:17]([O:19][C:20]([CH3:23])([CH3:22])[CH3:21])=[O:18])=[O:7])([CH3:4])([CH3:3])[CH3:2].[F:31][C:32]1[CH:37]=[CH:36][C:35]([SH:38])=[CH:34][C:33]=1[CH3:39].C(N(CC)CC)C.B1(C)OC(C2C=CC=CC=2)(C2C=CC=CC=2)[C@H]2N1CCC2.B.CSC. Product: [C:1]([O:5][C:6]([NH:8][C@@:9]1([C:24]([O:26][C:27]([CH3:30])([CH3:29])[CH3:28])=[O:25])[C@H:14]([CH2:15][S:38][C:35]2[CH:36]=[CH:37][C:32]([F:31])=[C:33]([CH3:39])[CH:34]=2)[C@H:13]([OH:16])[C@@H:12]2[C@H:10]1[C@H:11]2[C:17]([O:19][C:20]([CH3:21])([CH3:23])[CH3:22])=[O:18])=[O:7])([CH3:4])([CH3:2])[CH3:3]. The catalyst class is: 27.